Dataset: Reaction yield outcomes from USPTO patents with 853,638 reactions. Task: Predict the reaction yield, written as a fraction of the theoretical maximum amount of product (1.0 means a 100% yield; for example, 0.34 means a 34% yield). The reactants are [F:1][C:2]1[CH:9]=[C:8]([OH:10])[CH:7]=[C:6]([F:11])[C:3]=1[CH:4]=[O:5].N1C=CC=CC=1.[N:18]1([C:24](Cl)=[O:25])[CH2:23][CH2:22][O:21][CH2:20][CH2:19]1. The catalyst is C(Cl)Cl.O. The product is [N:18]1([C:24]([O:10][C:8]2[CH:9]=[C:2]([F:1])[C:3]([CH:4]=[O:5])=[C:6]([F:11])[CH:7]=2)=[O:25])[CH2:23][CH2:22][O:21][CH2:20][CH2:19]1. The yield is 0.940.